Dataset: Full USPTO retrosynthesis dataset with 1.9M reactions from patents (1976-2016). Task: Predict the reactants needed to synthesize the given product. (1) The reactants are: [CH2:1]([N:3]1[C:12](=[O:13])[CH2:11][C:10]2[C:5](=[C:6]([N+:14]([O-])=O)[CH:7]=[CH:8][CH:9]=2)[CH2:4]1)[CH3:2].[NH4+].[Cl-].CCOC(C)=O.S([O-])([O-])(=O)=O.[Na+].[Na+]. Given the product [NH2:14][C:6]1[CH:7]=[CH:8][CH:9]=[C:10]2[C:5]=1[CH2:4][N:3]([CH2:1][CH3:2])[C:12](=[O:13])[CH2:11]2, predict the reactants needed to synthesize it. (2) Given the product [O:6]=[C:2]1[N:3]([C:11]([O:12][C:13]2[CH:29]=[CH:28][C:27]([CH3:26])=[CH:34][C:31]=2[CH:32]=[O:33])=[O:17])[CH2:4][CH2:5][O:1]1, predict the reactants needed to synthesize it. The reactants are: [O:1]1[CH2:5][CH2:4][NH:3][C:2]1=[O:6].ClC(Cl)(O[C:11](=[O:17])[O:12][C:13](Cl)(Cl)Cl)Cl.C(N(CC)CC)C.[CH3:26][C:27]1[CH:34]=[C:31]([CH:32]=[O:33])C(O)=[CH:29][CH:28]=1.N1C=CC=CC=1.